Dataset: Forward reaction prediction with 1.9M reactions from USPTO patents (1976-2016). Task: Predict the product of the given reaction. (1) Given the reactants [F:1][C:2]([F:16])([F:15])[C:3]1[CH:10]=[CH:9][CH:8]=[C:7]([C:11]([F:14])([F:13])[F:12])[C:4]=1[CH:5]=O.[NH2:17][C:18]1[CH:19]=[C:20]2[C:24]3=[C:25]([CH2:27][S:28][CH2:29][CH2:30][N:23]3[C@H:22]3[CH2:31][CH2:32][N:33](C(OC(C)(C)C)=O)[CH2:34][C@@H:21]23)[CH:26]=1, predict the reaction product. The product is: [F:1][C:2]([F:16])([F:15])[C:3]1[CH:10]=[CH:9][CH:8]=[C:7]([C:11]([F:14])([F:13])[F:12])[C:4]=1[CH2:5][NH:17][C:18]1[CH:19]=[C:20]2[C:24]3=[C:25]([CH2:27][S:28][CH2:29][CH2:30][N:23]3[C@H:22]3[CH2:31][CH2:32][NH:33][CH2:34][C@@H:21]23)[CH:26]=1. (2) Given the reactants C(OC([NH:8][C@H:9]([C:27]([O:29]C(C)(C)C)=[O:28])[CH2:10][C@H:11]([CH2:19][C:20]1[CH:25]=[CH:24][C:23]([OH:26])=[CH:22][CH:21]=1)[C:12]([O:14]C(C)(C)C)=[O:13])=O)(C)(C)C, predict the reaction product. The product is: [OH:26][C:23]1[CH:22]=[CH:21][C:20]([CH2:19][C@H:11]([C:12]([OH:14])=[O:13])[CH2:10][C@@H:9]([C:27]([OH:29])=[O:28])[NH2:8])=[CH:25][CH:24]=1. (3) Given the reactants [Br:1][C:2]1[CH:7]=[CH:6][CH:5]=[C:4]([CH3:8])[N:3]=1.[CH:9]([N-]C(C)C)(C)C.[Li+].IC, predict the reaction product. The product is: [Br:1][C:2]1[CH:7]=[CH:6][CH:5]=[C:4]([CH2:8][CH3:9])[N:3]=1. (4) Given the reactants [NH2:1][C:2]1[N:6]([C:7]2[CH:12]=[CH:11][CH:10]=[CH:9][CH:8]=2)[N:5]=[C:4]([CH3:13])[CH:3]=1.[C:14]1(=O)[CH2:19][CH2:18][CH2:17][CH2:16][CH2:15]1, predict the reaction product. The product is: [C:14]1([C:3]2[C:4]([CH3:13])=[N:5][N:6]([C:7]3[CH:12]=[CH:11][CH:10]=[CH:9][CH:8]=3)[C:2]=2[NH2:1])[CH2:19][CH2:18][CH2:17][CH2:16][CH:15]=1. (5) Given the reactants [Br:1][C:2]1[C:7]([O:8][C:9]([F:12])([F:11])[F:10])=[CH:6][C:5]([CH2:13][OH:14])=[C:4]([Cl:15])[CH:3]=1.CC(OO)(C)C.[I-].[K+].S([O-])([O-])(=O)=S.[Na+].[Na+].[CH3:31][OH:32], predict the reaction product. The product is: [CH3:31][O:32][C:13](=[O:14])[C:5]1[CH:6]=[C:7]([O:8][C:9]([F:10])([F:11])[F:12])[C:2]([Br:1])=[CH:3][C:4]=1[Cl:15]. (6) The product is: [CH3:3][O:4][C:5](=[O:22])[C:6]1[CH:11]=[CH:10][CH:9]=[C:8]([N+:12]([O-:14])=[O:13])[C:7]=1[N:15]([CH3:23])[C:16](=[O:21])[C:17]([F:19])([F:18])[F:20]. Given the reactants [H-].[Na+].[CH3:3][O:4][C:5](=[O:22])[C:6]1[CH:11]=[CH:10][CH:9]=[C:8]([N+:12]([O-:14])=[O:13])[C:7]=1[NH:15][C:16](=[O:21])[C:17]([F:20])([F:19])[F:18].[CH3:23]I, predict the reaction product.